Dataset: Merck oncology drug combination screen with 23,052 pairs across 39 cell lines. Task: Regression. Given two drug SMILES strings and cell line genomic features, predict the synergy score measuring deviation from expected non-interaction effect. Drug 1: CCC1(O)CC2CN(CCc3c([nH]c4ccccc34)C(C(=O)OC)(c3cc4c(cc3OC)N(C)C3C(O)(C(=O)OC)C(OC(C)=O)C5(CC)C=CCN6CCC43C65)C2)C1. Drug 2: CNC(=O)c1cc(Oc2ccc(NC(=O)Nc3ccc(Cl)c(C(F)(F)F)c3)cc2)ccn1. Cell line: COLO320DM. Synergy scores: synergy=6.93.